Task: Predict the reactants needed to synthesize the given product.. Dataset: Full USPTO retrosynthesis dataset with 1.9M reactions from patents (1976-2016) (1) Given the product [Cl:16][C:17]1[CH:22]=[CH:21][CH:20]=[CH:19][C:18]=1[N:23]1[C:6]([C:2]2[O:1][CH:5]=[CH:4][CH:3]=2)=[CH:7][C:8]([C:9]([O:11][CH3:12])=[O:10])=[N:24]1, predict the reactants needed to synthesize it. The reactants are: [O:1]1[CH:5]=[CH:4][CH:3]=[C:2]1[C:6](=O)[CH2:7][C:8](=O)[C:9]([O:11][CH3:12])=[O:10].Cl.[Cl:16][C:17]1[CH:22]=[CH:21][CH:20]=[CH:19][C:18]=1[NH:23][NH2:24]. (2) Given the product [CH:1]1([CH2:6][O:7][C:9]2[CH:14]=[CH:13][CH:12]=[CH:11][C:10]=2[N+:15]([O-:17])=[O:16])[CH2:5][CH2:4][CH2:3][CH2:2]1.[CH:18]1([CH2:23][O:24][C:25]2[CH:31]=[CH:30][CH:29]=[CH:28][C:26]=2[NH:27][C:6]([NH:32][C:33]2[S:34][CH:35]=[CH:36][N:37]=2)=[O:7])[CH2:19][CH2:20][CH2:21][CH2:22]1, predict the reactants needed to synthesize it. The reactants are: [CH:1]1([CH2:6][OH:7])[CH2:5][CH2:4][CH2:3][CH2:2]1.F[C:9]1[CH:14]=[CH:13][CH:12]=[CH:11][C:10]=1[N+:15]([O-:17])=[O:16].[CH:18]1([CH2:23][O:24][C:25]2[CH:31]=[CH:30][CH:29]=[CH:28][C:26]=2[NH2:27])[CH2:22][CH2:21][CH2:20][CH2:19]1.[NH2:32][C:33]1[S:34][CH:35]=[CH:36][N:37]=1. (3) Given the product [Cl:1][C:2]1[CH:3]=[CH:4][C:5]([C:9]2[N:13]([CH2:14][CH:15]3[CH2:16][CH2:17][CH2:18][CH2:19][CH2:20]3)[C:12]3[CH:21]=[C:22]([F:26])[C:23]([F:25])=[CH:24][C:11]=3[N:10]=2)=[C:6]([CH:7]=1)[O:8][CH2:28][C:29]1[CH:36]=[CH:35][C:32]([C:33]#[N:34])=[CH:31][CH:30]=1, predict the reactants needed to synthesize it. The reactants are: [Cl:1][C:2]1[CH:3]=[CH:4][C:5]([C:9]2[N:13]([CH2:14][CH:15]3[CH2:20][CH2:19][CH2:18][CH2:17][CH2:16]3)[C:12]3[CH:21]=[C:22]([F:26])[C:23]([F:25])=[CH:24][C:11]=3[N:10]=2)=[C:6]([OH:8])[CH:7]=1.Br[CH2:28][C:29]1[CH:36]=[CH:35][C:32]([C:33]#[N:34])=[CH:31][CH:30]=1. (4) The reactants are: [Br:1][C:2]1[CH:7]=[C:6](I)[CH:5]=[CH:4][C:3]=1[F:9].[C:10]([C:12]1[CH:17]=[CH:16][N:15]=[C:14]([CH3:18])[CH:13]=1)#[CH:11].Cl. Given the product [Br:1][C:2]1[CH:7]=[C:6]([C:11]#[C:10][C:12]2[CH:17]=[CH:16][N:15]=[C:14]([CH3:18])[CH:13]=2)[CH:5]=[CH:4][C:3]=1[F:9], predict the reactants needed to synthesize it. (5) Given the product [NH2:1][C:2]1[C:7]([C:8]([C:18]2[C:19]([F:21])=[CH:20][CH:15]=[C:16]([O:23][CH3:24])[C:17]=2[F:22])=[O:10])=[CH:6][N:5]=[C:4]([S:11][CH2:12][CH3:13])[N:3]=1, predict the reactants needed to synthesize it. The reactants are: [NH2:1][C:2]1[C:7]([C:8]([OH:10])=O)=[CH:6][N:5]=[C:4]([S:11][CH2:12][CH3:13])[N:3]=1.Br[C:15]1[CH:20]=[C:19]([F:21])[CH:18]=[C:17]([F:22])[C:16]=1[O:23][CH3:24]. (6) Given the product [CH:21]1[C:29]2[C:28]3[CH:30]=[CH:31][CH:32]=[CH:33][C:27]=3[O:26][C:25]=2[CH:24]=[CH:23][C:22]=1[CH2:34][N:1]1[CH:2]([C:11]2[C:16]([O:17][CH3:18])=[CH:15][CH:14]=[CH:13][C:12]=2[O:19][CH3:20])[CH2:3][CH2:4][CH2:5][CH2:6][C:7]1=[O:9], predict the reactants needed to synthesize it. The reactants are: [NH2:1][CH:2]([C:11]1[C:16]([O:17][CH3:18])=[CH:15][CH:14]=[CH:13][C:12]=1[O:19][CH3:20])[CH2:3][CH2:4][CH2:5][CH2:6][C:7]([O:9]C)=O.[CH:21]1[C:29]2[C:28]3[CH:30]=[CH:31][CH:32]=[CH:33][C:27]=3[O:26][C:25]=2[CH:24]=[CH:23][C:22]=1[CH:34]=O. (7) Given the product [CH3:23][C@@:15]1([OH:16])[C@H:17]([OH:18])[C@@H:19]([CH2:21][OH:22])[O:20][C@H:14]1[N:9]1[CH:8]=[N:7][C:6]2[C:10]1=[N:11][CH:12]=[N:13][C:5]=2[NH:3][O:1][CH3:2], predict the reactants needed to synthesize it. The reactants are: [O:1]([NH2:3])[CH3:2].Cl[C:5]1[N:13]=[CH:12][N:11]=[C:10]2[C:6]=1[N:7]=[CH:8][N:9]2[C@@H:14]1[O:20][C@H:19]([CH2:21][OH:22])[C@@H:17]([OH:18])[C@@:15]1([CH3:23])[OH:16]. (8) Given the product [Br:17][C:15]1[S:16][C:9]2[CH2:8][CH2:7][NH:6][CH2:12][CH:11]([CH3:13])[C:10]=2[CH:14]=1, predict the reactants needed to synthesize it. The reactants are: C(OC([N:6]1[CH2:12][CH:11]([CH3:13])[C:10]2[C:14](Br)=[C:15]([Br:17])[S:16][C:9]=2[CH2:8][CH2:7]1)=O)C. (9) Given the product [F:29][C:24]1[CH:25]=[CH:26][CH:27]=[CH:28][C:23]=1[CH:19]1[CH2:18][CH2:17][CH2:16][CH:15]2[N:20]1[C:21](=[O:22])[C:12](=[CH:35][C:34]1[CH:37]=[CH:38][C:39]([N:40]3[CH:44]=[C:43]([CH3:45])[N:42]=[CH:41]3)=[C:32]([O:31][CH3:30])[CH:33]=1)[CH2:13][CH2:14]2, predict the reactants needed to synthesize it. The reactants are: O.[OH-].[Li+].C(OP([CH:12]1[C:21](=[O:22])[N:20]2[C@H:15]([CH2:16][CH2:17][CH2:18][C@H:19]2[C:23]2[CH:28]=[CH:27][CH:26]=[CH:25][C:24]=2[F:29])[CH2:14][CH2:13]1)(=O)OCC)C.[CH3:30][O:31][C:32]1[CH:33]=[C:34]([CH:37]=[CH:38][C:39]=1[N:40]1[CH:44]=[C:43]([CH3:45])[N:42]=[CH:41]1)[CH:35]=O.C(OCC)(=O)C. (10) Given the product [CH2:26]([O:25][C:23](=[O:24])[CH2:22][C:21]1[N:10]2[C:11]([CH2:12][N:13]=[C:7]([C:1]3[CH:6]=[CH:5][CH:4]=[CH:3][CH:2]=3)[C:8]3[CH:18]=[CH:17][CH:16]=[CH:15][C:9]=32)=[N:20][N:19]=1)[CH3:27], predict the reactants needed to synthesize it. The reactants are: [C:1]1([C:7]2[C:8]3[CH:18]=[CH:17][CH:16]=[CH:15][C:9]=3[NH:10][C:11](=O)[CH2:12][N:13]=2)[CH:6]=[CH:5][CH:4]=[CH:3][CH:2]=1.[NH:19]([C:21](=O)[CH2:22][C:23]([O:25][CH2:26][CH3:27])=[O:24])[NH2:20].